From a dataset of Forward reaction prediction with 1.9M reactions from USPTO patents (1976-2016). Predict the product of the given reaction. (1) Given the reactants [CH3:1][O:2][C:3]([C:5]1[CH:6]=[C:7](I)[CH:8]=[C:9]2[C:14]=1[O:13][CH2:12][CH:11]=[CH:10]2)=[O:4].[C:16]([C:18]1[CH:23]=[CH:22][CH:21]=[CH:20][C:19]=1[CH3:24])#[CH:17], predict the reaction product. The product is: [CH3:1][O:2][C:3]([C:5]1[CH:6]=[C:7]([C:17]#[C:16][C:18]2[CH:23]=[CH:22][CH:21]=[CH:20][C:19]=2[CH3:24])[CH:8]=[C:9]2[C:14]=1[O:13][CH2:12][CH:11]=[CH:10]2)=[O:4]. (2) Given the reactants [C:1]([NH:4][C:5]1[CH:10]=[CH:9][C:8]([OH:11])=[CH:7][CH:6]=1)(=[O:3])[CH3:2].[F:12][C:13]1[CH:18]=[CH:17][C:16]([NH:19][C:20]([C:22]2([CH3:25])[CH2:24][O:23]2)=[O:21])=[CH:15][C:14]=1[CH3:26], predict the reaction product. The product is: [C:1]([NH:4][C:5]1[CH:10]=[CH:9][C:8]([O:11][CH2:25][C:22]([OH:23])([CH3:24])[C:20]([NH:19][C:16]2[CH:17]=[CH:18][C:13]([F:12])=[C:14]([CH3:26])[CH:15]=2)=[O:21])=[CH:7][CH:6]=1)(=[O:3])[CH3:2]. (3) Given the reactants [CH2:1]([NH:3][C:4]([NH:6][C:7]1[CH:12]=[CH:11][C:10]([C:13]2[N:14]=[C:15]([N:23]3[CH2:28][CH2:27][O:26][CH2:25][C@@H:24]3C)[C:16]3[CH2:22][CH2:21][NH:20][CH2:19][C:17]=3[N:18]=2)=[CH:9][CH:8]=1)=[O:5])[CH3:2].C(N(CC)C(C)C)(C)C.CN(C)C=O.[O:44]1[C:48]([C:49](O)=[O:50])=[CH:47][N:46]=[CH:45]1.Cl.CN(C)CCCN=C=NCC, predict the reaction product. The product is: [CH2:1]([NH:3][C:4]([NH:6][C:7]1[CH:8]=[CH:9][C:10]([C:13]2[N:14]=[C:15]([N:23]3[CH2:28][CH2:27][O:26][CH2:25][CH2:24]3)[C:16]3[CH2:22][CH2:21][N:20]([C:49]([C:48]4[O:44][CH:45]=[N:46][CH:47]=4)=[O:50])[CH2:19][C:17]=3[N:18]=2)=[CH:11][CH:12]=1)=[O:5])[CH3:2].